Dataset: CYP3A4 inhibition data for predicting drug metabolism from PubChem BioAssay. Task: Regression/Classification. Given a drug SMILES string, predict its absorption, distribution, metabolism, or excretion properties. Task type varies by dataset: regression for continuous measurements (e.g., permeability, clearance, half-life) or binary classification for categorical outcomes (e.g., BBB penetration, CYP inhibition). Dataset: cyp3a4_veith. (1) The molecule is O=C(NC[C@@H](O)CO)c1c(I)c(C(=O)NC[C@@H](O)CO)c(I)c(N(CCO)C(=O)CO)c1I. The result is 0 (non-inhibitor). (2) The molecule is O=C(O)C(Cc1cccs1)C(=O)O. The result is 0 (non-inhibitor). (3) The result is 0 (non-inhibitor). The drug is N#CCSc1ncnc2c1cnn2CCO. (4) The compound is O=S(=O)(Nc1ccc2c(c1)OCCO2)c1cccc2cccnc12. The result is 1 (inhibitor). (5) The drug is O=c1c(-c2ccc(Cl)cc2)nc2cnc(Oc3ccccc3)nc2n1C1CC1. The result is 0 (non-inhibitor).